From a dataset of Forward reaction prediction with 1.9M reactions from USPTO patents (1976-2016). Predict the product of the given reaction. Given the reactants [NH2:1][C:2]1([CH3:16])[C:6]2([CH2:8][CH2:7]2)[CH2:5][N:4](CC2C=CC=CC=2)[CH2:3]1.[ClH:17], predict the reaction product. The product is: [ClH:17].[ClH:17].[NH2:1][C:2]1([CH3:16])[C:6]2([CH2:8][CH2:7]2)[CH2:5][NH:4][CH2:3]1.